Dataset: NCI-60 drug combinations with 297,098 pairs across 59 cell lines. Task: Regression. Given two drug SMILES strings and cell line genomic features, predict the synergy score measuring deviation from expected non-interaction effect. (1) Drug 1: C1CC(=O)NC(=O)C1N2CC3=C(C2=O)C=CC=C3N. Drug 2: C1CCC(CC1)NC(=O)N(CCCl)N=O. Cell line: HCC-2998. Synergy scores: CSS=2.53, Synergy_ZIP=-1.43, Synergy_Bliss=-1.23, Synergy_Loewe=-6.48, Synergy_HSA=-3.48. (2) Drug 1: CC1=C(C(CCC1)(C)C)C=CC(=CC=CC(=CC(=O)O)C)C. Drug 2: CC1CCCC2(C(O2)CC(NC(=O)CC(C(C(=O)C(C1O)C)(C)C)O)C(=CC3=CSC(=N3)C)C)C. Cell line: COLO 205. Synergy scores: CSS=64.7, Synergy_ZIP=4.82, Synergy_Bliss=3.56, Synergy_Loewe=-27.7, Synergy_HSA=2.50. (3) Drug 1: C1=CC(=CC=C1CCC2=CNC3=C2C(=O)NC(=N3)N)C(=O)NC(CCC(=O)O)C(=O)O. Drug 2: C(=O)(N)NO. Cell line: UACC62. Synergy scores: CSS=13.2, Synergy_ZIP=-1.53, Synergy_Bliss=0.202, Synergy_Loewe=0.758, Synergy_HSA=2.46. (4) Drug 1: CC1=CC=C(C=C1)C2=CC(=NN2C3=CC=C(C=C3)S(=O)(=O)N)C(F)(F)F. Drug 2: C(CC(=O)O)C(=O)CN.Cl. Cell line: LOX IMVI. Synergy scores: CSS=8.29, Synergy_ZIP=-1.01, Synergy_Bliss=0.271, Synergy_Loewe=-2.13, Synergy_HSA=-2.07.